From a dataset of Forward reaction prediction with 1.9M reactions from USPTO patents (1976-2016). Predict the product of the given reaction. (1) Given the reactants S(Cl)(Cl)=O.[N:5]1([C:11]([N:13]2[CH2:18][CH:17]([C:19]3[CH:24]=[CH:23][C:22]([C:25]([F:28])([F:27])[F:26])=[CH:21][CH:20]=3)[CH2:16][CH:15]([C:29](O)=[O:30])[CH2:14]2)=[O:12])[CH2:10][CH2:9][O:8][CH2:7][CH2:6]1.C(N(CC)CC)C.[NH2:39][CH2:40][C:41]([C:43]1[CH:48]=[CH:47][CH:46]=[CH:45][CH:44]=1)=[O:42], predict the reaction product. The product is: [N:5]1([C:11]([N:13]2[CH2:18][CH:17]([C:19]3[CH:20]=[CH:21][C:22]([C:25]([F:27])([F:26])[F:28])=[CH:23][CH:24]=3)[CH2:16][CH:15]([C:29]([NH:39][CH2:40][C:41](=[O:42])[C:43]3[CH:48]=[CH:47][CH:46]=[CH:45][CH:44]=3)=[O:30])[CH2:14]2)=[O:12])[CH2:6][CH2:7][O:8][CH2:9][CH2:10]1. (2) Given the reactants [CH3:1][C:2]([C:5]1[CH:13]=[C:9]([C:10]([OH:12])=O)[C:8]([OH:14])=[CH:7][CH:6]=1)([CH3:4])[CH3:3].[F:15][C:16]([F:29])([F:28])[C:17]1[CH:18]=[C:19]([CH:21]=[C:22]([C:24]([F:27])([F:26])[F:25])[CH:23]=1)[NH2:20], predict the reaction product. The product is: [F:15][C:16]([F:28])([F:29])[C:17]1[CH:18]=[C:19]([NH:20][C:10](=[O:12])[C:9]2[CH:13]=[C:5]([C:2]([CH3:1])([CH3:3])[CH3:4])[CH:6]=[CH:7][C:8]=2[OH:14])[CH:21]=[C:22]([C:24]([F:25])([F:27])[F:26])[CH:23]=1. (3) Given the reactants [F:1][C:2]1[CH:8]=[CH:7][C:5]([NH2:6])=[CH:4][CH:3]=1.Br[CH2:10][C:11]([O-:13])=[O:12].[C:14]([O-])(=O)[CH3:15].[Na+], predict the reaction product. The product is: [CH2:14]([O:13][C:11](=[O:12])[CH2:10][NH:6][C:5]1[CH:7]=[CH:8][C:2]([F:1])=[CH:3][CH:4]=1)[CH3:15]. (4) Given the reactants [C:1]1([SH:7])[CH:6]=[CH:5][CH:4]=[CH:3][CH:2]=1.[H-].[Na+].C([C@@H]([C@H](C(O)=O)O)O)(O)=O.[N:20]12[CH2:27][CH2:26][CH:23]([CH2:24][CH2:25]1)[C@H:22]([CH2:28]OS(C)(=O)=O)[CH2:21]2, predict the reaction product. The product is: [C:1]1([S:7][CH2:28][C@H:22]2[CH:23]3[CH2:26][CH2:27][N:20]([CH2:25][CH2:24]3)[CH2:21]2)[CH:6]=[CH:5][CH:4]=[CH:3][CH:2]=1. (5) The product is: [F:1][C:2]1[CH:22]=[CH:21][C:5]([CH2:6][O:7][C:8]2[CH:17]=[C:16]3[C:11]([CH:12]=[C:13]([C@H:18]([OH:20])[CH3:19])[CH:14]=[N:15]3)=[CH:10][CH:9]=2)=[CH:4][CH:3]=1. Given the reactants [F:1][C:2]1[CH:22]=[CH:21][C:5]([CH2:6][O:7][C:8]2[CH:17]=[C:16]3[C:11]([CH:12]=[C:13]([C:18](=[O:20])[CH3:19])[CH:14]=[N:15]3)=[CH:10][CH:9]=2)=[CH:4][CH:3]=1.B1(C)OC(C2C=CC=CC=2)(C2C=CC=CC=2)[C@@H]2N1CCC2.CSC.C([O-])(O)=O.[Na+], predict the reaction product. (6) Given the reactants F[C:2]1[CH:7]=[CH:6][C:5]([N+:8]([O-:10])=[O:9])=[C:4]([CH3:11])[CH:3]=1.[C:12]([O-])([O-])=O.[Na+].[Na+].[NH:18]1[CH:22]=[N:21][CH:20]=[N:19]1, predict the reaction product. The product is: [CH3:11][C:4]1[CH:3]=[C:2]([N:19]2[CH:12]=[CH:20][N:21]=[CH:22][NH:18]2)[CH:7]=[CH:6][C:5]=1[N+:8]([O-:10])=[O:9].